From a dataset of Forward reaction prediction with 1.9M reactions from USPTO patents (1976-2016). Predict the product of the given reaction. (1) Given the reactants [C:1]([O:7][C:8]([CH3:11])([CH3:10])[CH3:9])(=[O:6])[CH2:2][C:3]([CH3:5])=[O:4].[N:12]([O-])=[O:13].[Na+], predict the reaction product. The product is: [OH:13][N:12]=[C:2]([C:3](=[O:4])[CH3:5])[C:1]([O:7][C:8]([CH3:11])([CH3:10])[CH3:9])=[O:6]. (2) Given the reactants Cl[C:2]1[C:3]2[S:10][C:9]([S:11][CH3:12])=[CH:8][C:4]=2[N:5]=[CH:6][N:7]=1.[F:13][C:14]1[CH:19]=[C:18]([N+:20]([O-:22])=[O:21])[CH:17]=[CH:16][C:15]=1[OH:23].C([O-])([O-])=O.[K+].[K+], predict the reaction product. The product is: [F:13][C:14]1[CH:19]=[C:18]([N+:20]([O-:22])=[O:21])[CH:17]=[CH:16][C:15]=1[O:23][C:2]1[C:3]2[S:10][C:9]([S:11][CH3:12])=[CH:8][C:4]=2[N:5]=[CH:6][N:7]=1. (3) The product is: [C:26]1([CH2:25][CH2:24][CH2:23][O:60][C:29]2[CH:30]=[CH:31][C:26]([CH:25]=[C:45]3[CH2:50][CH2:49][CH2:48][N:47]([CH2:51][CH2:52][C:53]([O:55][C:56]([CH3:59])([CH3:58])[CH3:57])=[O:54])[CH2:46]3)=[CH:27][CH:28]=2)[CH:27]=[CH:28][CH:29]=[CH:30][CH:31]=1. Given the reactants [H-].[Na+].CS(C)=O.[Br-].C1([P+](C2C=CC=CC=2)(C2C=CC=CC=2)CC2C=CC(C[CH2:23][CH2:24][CH2:25][C:26]3[CH:31]=[CH:30][CH:29]=[CH:28][CH:27]=3)=CC=2)C=CC=CC=1.O=[C:45]1[CH2:50][CH2:49][CH2:48][N:47]([CH2:51][CH2:52][C:53]([O:55][C:56]([CH3:59])([CH3:58])[CH3:57])=[O:54])[CH2:46]1.[OH2:60], predict the reaction product. (4) Given the reactants [F:1][C:2]1[CH:3]=[C:4]([CH2:26][CH2:27][NH2:28])[CH:5]=[CH:6][C:7]=1[C:8]1[S:9][C:10]2[C:15]([N:16]=1)=[CH:14][CH:13]=[C:12]([C:17]1([C:20]3[CH:25]=[CH:24][CH:23]=[CH:22][CH:21]=3)[CH2:19][CH2:18]1)[N:11]=2.O.[C:30]([OH:34])(=[O:33])[CH:31]=O.Cl, predict the reaction product. The product is: [F:1][C:2]1[CH:3]=[C:4]([CH2:26][CH2:27][NH:28][CH2:31][C:30]([OH:34])=[O:33])[CH:5]=[CH:6][C:7]=1[C:8]1[S:9][C:10]2[C:15]([N:16]=1)=[CH:14][CH:13]=[C:12]([C:17]1([C:20]3[CH:21]=[CH:22][CH:23]=[CH:24][CH:25]=3)[CH2:18][CH2:19]1)[N:11]=2. (5) Given the reactants [C:1]1([CH3:11])[CH:6]=[CH:5]C(S(O)(=O)=O)=CC=1.[NH2:12][CH:13]([C:16]#[N:17])[C:14]#[N:15].C(N(CC)CC)C.C(OC)(OC)(OC)CCC.[NH2:35][CH2:36][CH2:37][O:38][CH2:39][CH2:40][NH:41][C:42](=[O:48])[O:43][C:44]([CH3:47])([CH3:46])[CH3:45], predict the reaction product. The product is: [NH2:15][C:14]1[N:35]([CH2:36][CH2:37][O:38][CH2:39][CH2:40][NH:41][C:42](=[O:48])[O:43][C:44]([CH3:46])([CH3:45])[CH3:47])[C:5]([CH2:6][CH2:1][CH3:11])=[N:12][C:13]=1[C:16]#[N:17]. (6) Given the reactants Br[CH:2]1[CH2:6][CH2:5][N:4]([C:7]2[CH:12]=[CH:11][C:10]([N:13]([CH3:28])[C:14](=[O:27])[C:15]3[CH:20]=[CH:19][C:18]([CH:21]4[CH2:26][CH2:25][CH2:24][CH2:23][CH2:22]4)=[CH:17][CH:16]=3)=[CH:9][CH:8]=2)[C:3]1=[O:29].[CH:30]1([CH2:33][NH2:34])[CH2:32][CH2:31]1, predict the reaction product. The product is: [CH:21]1([C:18]2[CH:19]=[CH:20][C:15]([C:14]([N:13]([C:10]3[CH:11]=[CH:12][C:7]([N:4]4[CH2:5][CH2:6][CH:2]([NH:34][CH2:33][CH:30]5[CH2:32][CH2:31]5)[C:3]4=[O:29])=[CH:8][CH:9]=3)[CH3:28])=[O:27])=[CH:16][CH:17]=2)[CH2:26][CH2:25][CH2:24][CH2:23][CH2:22]1. (7) Given the reactants [CH:1]1([N:6]2[CH2:11][CH2:10][CH:9]([CH2:12][CH2:13][CH2:14][C:15]([NH:17][OH:18])=[NH:16])[CH2:8][CH2:7]2)[CH2:5][CH2:4][CH2:3][CH2:2]1.[CH3:19][O:20][C:21]1[CH:29]=[CH:28][C:24]([C:25]([Cl:27])=O)=[CH:23][CH:22]=1, predict the reaction product. The product is: [ClH:27].[CH:1]1([N:6]2[CH2:7][CH2:8][CH:9]([CH2:12][CH2:13][CH2:14][C:15]3[N:16]=[C:25]([C:24]4[CH:28]=[CH:29][C:21]([O:20][CH3:19])=[CH:22][CH:23]=4)[O:18][N:17]=3)[CH2:10][CH2:11]2)[CH2:2][CH2:3][CH2:4][CH2:5]1. (8) The product is: [F:15][C:16]1[CH:17]=[CH:18][C:19]([OH:24])=[C:20]([C:21]2[NH:1][N:2]=[C:3]([C:5]3[C:10]([C:11]([F:12])([F:13])[F:14])=[CH:9][CH:8]=[CH:7][N:6]=3)[N:4]=2)[CH:23]=1. Given the reactants [NH2:1][NH:2][C:3]([C:5]1[C:10]([C:11]([F:14])([F:13])[F:12])=[CH:9][CH:8]=[CH:7][N:6]=1)=[NH:4].[F:15][C:16]1[CH:17]=[CH:18][C:19]([OH:24])=[C:20]([CH:23]=1)[CH:21]=O, predict the reaction product. (9) Given the reactants [CH2:1]([O:8][C@@H:9]1[C@@H:14]([O:15][CH2:16][C:17]2[CH:22]=[CH:21][CH:20]=[CH:19][CH:18]=2)[C@H:13]([O:23][CH2:24][C:25]2[CH:30]=[CH:29][CH:28]=[CH:27][CH:26]=2)[C@@H:12]([CH2:31][O:32][CH2:33][C:34]2[CH:39]=[CH:38][CH:37]=[CH:36][CH:35]=2)[O:11][C@H:10]1[C:40]1[CH:45]=[C:44]([CH2:46][C:47]2[CH:52]=[CH:51][C:50](/[CH:53]=[CH:54]/[CH2:55][C:56](O)=[O:57])=[CH:49][CH:48]=2)[C:43]([CH3:59])=[CH:42][C:41]=1[O:60][CH2:61][C:62]1[CH:67]=[CH:66][CH:65]=[CH:64][CH:63]=1)[C:2]1[CH:7]=[CH:6][CH:5]=[CH:4][CH:3]=1.[NH2:68][C:69]([CH3:73])([CH3:72])[CH2:70][OH:71].ON1C2C=CC=CC=2N=N1.CCN=C=NCCCN(C)C, predict the reaction product. The product is: [CH2:1]([O:8][C@@H:9]1[C@@H:14]([O:15][CH2:16][C:17]2[CH:18]=[CH:19][CH:20]=[CH:21][CH:22]=2)[C@H:13]([O:23][CH2:24][C:25]2[CH:30]=[CH:29][CH:28]=[CH:27][CH:26]=2)[C@@H:12]([CH2:31][O:32][CH2:33][C:34]2[CH:39]=[CH:38][CH:37]=[CH:36][CH:35]=2)[O:11][C@H:10]1[C:40]1[CH:45]=[C:44]([CH2:46][C:47]2[CH:48]=[CH:49][C:50](/[CH:53]=[CH:54]/[CH2:55][C:56]([NH:68][C:69]([CH3:73])([CH3:72])[CH2:70][OH:71])=[O:57])=[CH:51][CH:52]=2)[C:43]([CH3:59])=[CH:42][C:41]=1[O:60][CH2:61][C:62]1[CH:63]=[CH:64][CH:65]=[CH:66][CH:67]=1)[C:2]1[CH:7]=[CH:6][CH:5]=[CH:4][CH:3]=1. (10) Given the reactants O(C1C=CC=CC=1NS([C:18]1[CH:30]=[CH:29][C:21]([C:22]([NH:24][CH2:25][C:26](O)=O)=O)=CC=1)(=O)=O)C1C=CC=CC=1.F[C:32](F)(F)[C:33](O)=O.Br[C:39]1[CH:75]=[CH:74][C:42]([O:43][C:44]2[CH:49]=[CH:48][CH:47]=[CH:46][C:45]=2[NH:50][S:51]([C:54]2[CH:73]=[CH:72][C:57]([C:58]([NH:60][CH2:61][C:62](=[O:71])[NH:63][CH2:64]C3CCNCC3)=[O:59])=[CH:56][CH:55]=2)(=[O:53])=[O:52])=[CH:41][CH:40]=1, predict the reaction product. The product is: [N:24]1([CH:29]2[CH2:21][CH2:22][N:24]([CH2:25][CH2:26][CH2:64][NH:63][C:62]([CH2:61][NH:60][C:58](=[O:59])[C:57]3[CH:56]=[CH:55][C:54]([S:51](=[O:53])(=[O:52])[NH:50][C:45]4[CH:46]=[CH:47][CH:48]=[CH:49][C:44]=4[O:43][C:42]4[CH:74]=[CH:75][CH:39]=[CH:40][CH:41]=4)=[CH:73][CH:72]=3)=[O:71])[CH2:18][CH2:30]2)[CH2:33][CH2:32][CH2:29][CH2:21][CH2:22]1.